Dataset: Full USPTO retrosynthesis dataset with 1.9M reactions from patents (1976-2016). Task: Predict the reactants needed to synthesize the given product. (1) Given the product [I:50][C:34]1[C:33]([O:35][CH3:36])=[CH:32][CH:31]=[C:30]([O:37][CH3:38])[C:29]=1[C:3]1[C:8]([CH:9]([CH3:10])[CH3:11])=[CH:7][C:6]([CH:12]([CH3:13])[CH3:14])=[C:5]([C:15]2[CH:16]=[CH:17][C:18]([C:21]([F:24])([F:22])[F:23])=[CH:19][CH:20]=2)[C:4]=1[CH:25]([CH3:26])[CH3:27], predict the reactants needed to synthesize it. The reactants are: [Mg].Br[C:3]1[C:4]([CH:25]([CH3:27])[CH3:26])=[C:5]([C:15]2[CH:20]=[CH:19][C:18]([C:21]([F:24])([F:23])[F:22])=[CH:17][CH:16]=2)[C:6]([CH:12]([CH3:14])[CH3:13])=[CH:7][C:8]=1[CH:9]([CH3:11])[CH3:10].F[C:29]1[CH:34]=[C:33]([O:35][CH3:36])[CH:32]=[CH:31][C:30]=1[O:37][CH3:38].[Li]CCCC.CCCCCC.[I:50]I. (2) Given the product [O:50]1[CH2:51][CH2:52][C@H:48]([O:15][C:16]2[CH:23]=[CH:22][C:19]([C:20]#[N:21])=[CH:18][C:17]=2[C:24]([F:25])([F:26])[F:27])[CH2:49]1, predict the reactants needed to synthesize it. The reactants are: N(C(OC(C)C)=O)=NC(OC(C)C)=O.[OH:15][C:16]1[CH:23]=[CH:22][C:19]([C:20]#[N:21])=[CH:18][C:17]=1[C:24]([F:27])([F:26])[F:25].C1(P(C2C=CC=CC=2)C2C=CC=CC=2)C=CC=CC=1.O[C@H:48]1[CH2:52][CH2:51][O:50][CH2:49]1. (3) The reactants are: [CH2:1]([O:3][C:4](=[O:16])[CH:5]([O:14][CH3:15])[CH2:6][C:7]1[CH:12]=[CH:11][C:10]([OH:13])=[CH:9][CH:8]=1)[CH3:2].C([O-])([O-])=O.[K+].[K+].[CH2:23](Br)[CH:24]=[CH2:25]. Given the product [CH2:1]([O:3][C:4](=[O:16])[CH:5]([O:14][CH3:15])[CH2:6][C:7]1[CH:8]=[CH:9][C:10]([O:13][CH2:25][CH:24]=[CH2:23])=[CH:11][CH:12]=1)[CH3:2], predict the reactants needed to synthesize it. (4) Given the product [CH2:21]([O:1][C:2]1[C:10]2[CH:9]=[C:8]([C:11]3[S:12][C:13]([CH3:16])=[N:14][N:15]=3)[O:7][C:6]=2[CH:5]=[CH:4][CH:3]=1)[C@H:22]1[O:24][CH2:23]1, predict the reactants needed to synthesize it. The reactants are: [OH:1][C:2]1[C:10]2[CH:9]=[C:8]([C:11]3[S:12][C:13]([CH3:16])=[N:14][N:15]=3)[O:7][C:6]=2[CH:5]=[CH:4][CH:3]=1.S(C1C=CC([N+]([O-])=O)=CC=1)(O[CH2:21][C@H:22]1[O:24][CH2:23]1)(=O)=O.C(=O)([O-])[O-].[K+].[K+]. (5) Given the product [C:44]([O:43][C:41](=[O:42])[NH:48][C@@H:49]1[CH2:53][CH2:52][N:51]([C:18]2[N:17]=[C:16]3[C:12]([N:13]=[CH:14][N:15]3[C@@H:21]3[CH2:25][C@H:24]([NH:26][C:27](=[O:30])[CH2:28][CH3:29])[C@@H:23]([OH:31])[C@H:22]3[OH:32])=[C:11]([NH:10][CH2:9][C:8]([C:34]3[CH:35]=[CH:36][C:37]([Cl:40])=[CH:38][CH:39]=3)([C:5]3[CH:4]=[CH:3][C:2]([Cl:1])=[CH:7][CH:6]=3)[OH:33])[N:19]=2)[CH2:50]1)([CH3:47])([CH3:45])[CH3:46], predict the reactants needed to synthesize it. The reactants are: [Cl:1][C:2]1[CH:7]=[CH:6][C:5]([C:8]([C:34]2[CH:39]=[CH:38][C:37]([Cl:40])=[CH:36][CH:35]=2)([OH:33])[CH2:9][NH:10][C:11]2[N:19]=[C:18](Cl)[N:17]=[C:16]3[C:12]=2[N:13]=[CH:14][N:15]3[C@@H:21]2[CH2:25][C@H:24]([NH:26][C:27](=[O:30])[CH2:28][CH3:29])[C@@H:23]([OH:31])[C@H:22]2[OH:32])=[CH:4][CH:3]=1.[C:41]([NH:48][C@@H:49]1[CH2:53][CH2:52][NH:51][CH2:50]1)([O:43][C:44]([CH3:47])([CH3:46])[CH3:45])=[O:42].[I-].[Na+]. (6) Given the product [CH3:1][OH:3].[NH4+:2].[OH-:26].[C:1]([C:4]1[CH:5]=[CH:6][C:7]2[N:8]([C:10]([CH2:13][NH:14][C:15](=[O:21])[O:16][C:17]([CH3:19])([CH3:18])[CH3:20])=[N:11][N:12]=2)[N:9]=1)(=[O:3])[NH2:2], predict the reactants needed to synthesize it. The reactants are: [C:1]([C:4]1[CH:5]=[CH:6][C:7]2[N:8]([C:10]([CH2:13][NH:14][C:15](=[O:21])[O:16][C:17]([CH3:20])([CH3:19])[CH3:18])=[N:11][N:12]=2)[N:9]=1)(=[O:3])[NH2:2].C([O:26]C(CC1N2N=C(C(O)=O)C=CC2=NN=1)=O)(C)(C)C.CN(C(ON1N=NC2C=CC=NC1=2)=[N+](C)C)C.F[P-](F)(F)(F)(F)F.C(N(CC)CC)C. (7) Given the product [F:20][C:16]1[CH:15]=[C:14]([NH:13][C:11]([C:6]2[NH:7][C:8]3[C:4]([CH:5]=2)=[CH:3][C:2]([B:21]2[O:25][C:24]([CH3:27])([CH3:26])[C:23]([CH3:29])([CH3:28])[O:22]2)=[CH:10][CH:9]=3)=[O:12])[CH:19]=[CH:18][CH:17]=1, predict the reactants needed to synthesize it. The reactants are: Br[C:2]1[CH:3]=[C:4]2[C:8](=[CH:9][CH:10]=1)[NH:7][C:6]([C:11]([NH:13][C:14]1[CH:19]=[CH:18][CH:17]=[C:16]([F:20])[CH:15]=1)=[O:12])=[CH:5]2.[B:21]1([B:21]2[O:25][C:24]([CH3:27])([CH3:26])[C:23]([CH3:29])([CH3:28])[O:22]2)[O:25][C:24]([CH3:27])([CH3:26])[C:23]([CH3:29])([CH3:28])[O:22]1.C([O-])(=O)C.[K+].